Dataset: Peptide-MHC class II binding affinity with 134,281 pairs from IEDB. Task: Regression. Given a peptide amino acid sequence and an MHC pseudo amino acid sequence, predict their binding affinity value. This is MHC class II binding data. (1) The peptide sequence is DDVLAILPIEDLKAL. The MHC is HLA-DQA10104-DQB10503 with pseudo-sequence HLA-DQA10104-DQB10503. The binding affinity (normalized) is 0.737. (2) The peptide sequence is QAVELTARLNSLGEA. The MHC is HLA-DQA10101-DQB10501 with pseudo-sequence HLA-DQA10101-DQB10501. The binding affinity (normalized) is 0.192.